From a dataset of Forward reaction prediction with 1.9M reactions from USPTO patents (1976-2016). Predict the product of the given reaction. (1) Given the reactants [CH3:1][C:2]1[S:3][C:4]2[CH:10]=[C:9]([N+:11]([O-])=O)[CH:8]=[CH:7][C:5]=2[N:6]=1.Cl, predict the reaction product. The product is: [CH3:1][C:2]1[S:3][C:4]2[CH:10]=[C:9]([NH2:11])[CH:8]=[CH:7][C:5]=2[N:6]=1. (2) Given the reactants [N:1]1[CH:6]=[CH:5][C:4]([C:7]2[C:8]([C:16]3[CH:17]=[C:18]([NH2:22])[CH:19]=[CH:20][CH:21]=3)=[N:9][N:10]3[CH2:15][CH2:14][CH2:13][S:12][C:11]=23)=[CH:3][CH:2]=1.[F:23][C:24]([F:36])([F:35])[C:25]1[CH:30]=[CH:29][C:28]([CH2:31][C:32](O)=[O:33])=[CH:27][CH:26]=1.CCN(C(C)C)C(C)C.CN(C(ON1N=NC2C=CC=CC1=2)=[N+](C)C)C.[B-](F)(F)(F)F.C([O-])(O)=O.[Na+], predict the reaction product. The product is: [N:1]1[CH:6]=[CH:5][C:4]([C:7]2[C:8]([C:16]3[CH:17]=[C:18]([NH:22][C:32](=[O:33])[CH2:31][C:28]4[CH:27]=[CH:26][C:25]([C:24]([F:35])([F:23])[F:36])=[CH:30][CH:29]=4)[CH:19]=[CH:20][CH:21]=3)=[N:9][N:10]3[CH2:15][CH2:14][CH2:13][S:12][C:11]=23)=[CH:3][CH:2]=1. (3) Given the reactants [CH3:1][O:2][C:3]1[CH:4]=[CH:5][CH:6]=[C:7]2[C:11]=1[CH:10]([NH:12][C:13]1[O:14][CH2:15][C:16]3[CH:22]=[C:21]([NH2:23])[CH:20]=[CH:19][C:17]=3[N:18]=1)[CH2:9][CH2:8]2.[N:24]1([S:30](Cl)(=[O:32])=[O:31])[CH2:29][CH2:28][O:27][CH2:26][CH2:25]1, predict the reaction product. The product is: [CH3:1][O:2][C:3]1[CH:4]=[CH:5][CH:6]=[C:7]2[C:11]=1[CH:10]([NH:12][C:13]1[O:14][CH2:15][C:16]3[CH:22]=[C:21]([NH:23][S:30]([N:24]4[CH2:29][CH2:28][O:27][CH2:26][CH2:25]4)(=[O:32])=[O:31])[CH:20]=[CH:19][C:17]=3[N:18]=1)[CH2:9][CH2:8]2. (4) Given the reactants [OH:1][C:2]1[CH:3]=[C:4]([C@@H:9]([CH3:13])[C:10]([OH:12])=[O:11])[CH:5]=[C:6]([OH:8])[CH:7]=1.[C:14]1([CH3:24])[CH2:19][CH2:18][C:17]([CH:20]([CH3:22])[CH3:21])=[C:16](O)[CH:15]=1.CCCCCC, predict the reaction product. The product is: [OH:1][C:2]1[CH:3]=[C:4]([C@@H:9]([CH3:13])[C:10]([OH:12])=[O:11])[CH:5]=[C:6]2[C:7]=1[C@@H:18]1[CH2:19][C:14]([CH3:24])=[CH:15][CH2:16][C@H:17]1[C:20]([CH3:22])([CH3:21])[O:8]2. (5) Given the reactants [CH3:1][NH:2][C:3]([N:5]1[C:13]2[C:8](=[CH:9][C:10]([O:14][C:15]3[CH:20]=[CH:19][N:18]=[C:17]([NH2:21])[CH:16]=3)=[CH:11][CH:12]=2)[CH:7]=[CH:6]1)=[O:4].N1C=CC=CC=1.C(N(CC)CC)C.[C:35](Cl)(=[O:43])[O:36][C:37]1[CH:42]=[CH:41][CH:40]=[CH:39][CH:38]=1, predict the reaction product. The product is: [CH3:1][NH:2][C:3]([N:5]1[C:13]2[C:8](=[CH:9][C:10]([O:14][C:15]3[CH:20]=[CH:19][N:18]=[C:17]([NH:21][C:35](=[O:43])[O:36][C:37]4[CH:42]=[CH:41][CH:40]=[CH:39][CH:38]=4)[CH:16]=3)=[CH:11][CH:12]=2)[CH:7]=[CH:6]1)=[O:4]. (6) Given the reactants [N+:1]([O-:4])(O)=[O:2].[F:5][C:6]1[CH:15]=[C:14]([NH:16][C:17]([C:19]2[CH:24]=[CH:23][CH:22]=[CH:21][N:20]=2)=[O:18])[CH:13]=[CH:12][C:7]=1[C:8]([O:10][CH3:11])=[O:9], predict the reaction product. The product is: [F:5][C:6]1[CH:15]=[C:14]([NH:16][C:17]([C:19]2[CH:24]=[CH:23][CH:22]=[CH:21][N:20]=2)=[O:18])[C:13]([N+:1]([O-:4])=[O:2])=[CH:12][C:7]=1[C:8]([O:10][CH3:11])=[O:9].